Regression/Classification. Given a drug SMILES string, predict its absorption, distribution, metabolism, or excretion properties. Task type varies by dataset: regression for continuous measurements (e.g., permeability, clearance, half-life) or binary classification for categorical outcomes (e.g., BBB penetration, CYP inhibition). Dataset: cyp2c19_veith. From a dataset of CYP2C19 inhibition data for predicting drug metabolism from PubChem BioAssay. (1) The compound is Cc1ccc(Sc2cc(N3CCOCC3)nc(-c3ccccc3)n2)cc1. The result is 1 (inhibitor). (2) The compound is Cc1cc2c(c(=O)o1)[C@H](O)[C@H]1O[C@@H]1C2=O. The result is 0 (non-inhibitor). (3) The drug is O=C(N/N=C/c1c[nH]c2ccccc12)c1ccn(Cc2ccc(Cl)cc2Cl)n1. The result is 1 (inhibitor). (4) The compound is C/C(CCN1CCc2nc(-c3ccccc3)c(-c3ccccc3)cc2C1)=N\OC[C@@H](O)[C@@H]1O[C@@H]2OC(C)(C)O[C@@H]2[C@H]1O. The result is 0 (non-inhibitor). (5) The drug is O=S(=O)(c1ccccc1)N1CCC2(CC1)CN(Cc1nccs1)C2. The result is 0 (non-inhibitor). (6) The molecule is Cc1cc2c(nc1C)CCCN2C[C@H](C)O/N=C\[C@@H](C)[C@H](OCc1ccccc1)C(C)C. The result is 0 (non-inhibitor). (7) The drug is CN(C)C(=O)c1ccc(-c2ccc3ncnc(N4CCNCC4)c3c2)cc1. The result is 0 (non-inhibitor). (8) The drug is O=C(NNS(=O)(=O)c1ccc(Cl)cc1)c1cnn(-c2ccccc2)c1-n1cccc1. The result is 1 (inhibitor).